This data is from Catalyst prediction with 721,799 reactions and 888 catalyst types from USPTO. The task is: Predict which catalyst facilitates the given reaction. (1) Reactant: [C:1]([C:3]1[CH:19]=[CH:18][C:6]([C:7]([O:9][CH2:10][CH2:11][CH2:12][CH:13]2[O:17][CH2:16][CH2:15][O:14]2)=[O:8])=[CH:5][CH:4]=1)#[N:2].[NH2:20][OH:21]. Product: [OH:21][N:20]=[C:1]([C:3]1[CH:4]=[CH:5][C:6]([C:7]([O:9][CH2:10][CH2:11][CH2:12][CH:13]2[O:14][CH2:15][CH2:16][O:17]2)=[O:8])=[CH:18][CH:19]=1)[NH2:2]. The catalyst class is: 823. (2) Product: [C:10]([C:8]1[CH:9]=[C:5]([C:3]([OH:2])=[O:4])[S:6][C:7]=1[S:12]([CH3:15])(=[O:14])=[O:13])(=[O:27])[NH2:11]. The catalyst class is: 1. Reactant: C[O:2][C:3]([C:5]1[S:6][C:7]([S:12]([CH3:15])(=[O:14])=[O:13])=[C:8]([C:10]#[N:11])[CH:9]=1)=[O:4].[Li+].[OH-].Cl.C(C1C=C(C(O)=O)SC=1S(C)(=O)=[O:27])#N. (3) Reactant: [C:1]1(=O)[CH2:6][CH2:5][CH2:4][CH2:3][CH2:2]1.[C:8]([CH2:10][C:11]([O:13]CC)=O)#[N:9].[NH3:16].S(=O)(=O)(O)O.[OH2:22]. Product: [C:11]([CH:10]1[C:1]2([CH2:6][CH2:5][CH2:4][CH2:3][CH2:2]2)[CH:10]([C:8]#[N:9])[C:11](=[O:13])[NH:9][C:8]1=[O:22])#[N:16]. The catalyst class is: 5. (4) Reactant: CC(OI1(OC(C)=O)(OC(C)=O)OC(=O)C2C=CC=CC1=2)=O.N1C=CC=CC=1.[OH:29][CH2:30][C:31]1[N:32]([CH2:40][CH2:41][C:42]([O:44][CH3:45])=[O:43])[C:33]2[C:38]([CH:39]=1)=[CH:37][CH:36]=[CH:35][CH:34]=2. Product: [CH:30]([C:31]1[N:32]([CH2:40][CH2:41][C:42]([O:44][CH3:45])=[O:43])[C:33]2[C:38]([CH:39]=1)=[CH:37][CH:36]=[CH:35][CH:34]=2)=[O:29]. The catalyst class is: 2.